Dataset: Forward reaction prediction with 1.9M reactions from USPTO patents (1976-2016). Task: Predict the product of the given reaction. (1) Given the reactants N1C=CC=CC=1.[NH4+].[Cl-].C[C@H]1CN[C@:13]2(O[C@H:16]3[CH2:18][C@H:19]4[C@@H:24]5[CH2:25][CH:26]=[C:27]6[CH2:32][C@@H:31](O)[CH2:30][CH2:29][C@:28]6([CH3:34])[C@H:23]5[CH2:22][CH2:21][C@:20]4([CH3:35])[C@H:15]3[C@@H:14]2C)CC1.[Na+].[Cl-].[CH3:41][C:42]([O-:44])=[O:43].[Na+].[OH2:46], predict the reaction product. The product is: [CH3:13][C:14]([C:15]1[C@@:20]2([CH3:35])[CH2:21][CH2:22][C@@H:23]3[C@@:28]4([CH3:34])[CH2:29][CH2:30][C@H:31]([O:43][C:42]([CH3:41])=[O:44])[CH2:32][C:27]4=[CH:26][CH2:25][C@H:24]3[C@@H:19]2[CH2:18][CH:16]=1)=[O:46]. (2) Given the reactants [CH3:1][C:2]1[N:3]=[CH:4][O:5][C:6]=1[CH2:7]O.BrC(Br)(Br)Br.C1(P(C2C=CC=CC=2)C2C=CC=CC=2)C=CC=CC=1.[O:33]=[C:34]1[NH:39][C:38]2[CH:40]=[C:41]([C:43]3[CH:48]=[CH:47][CH:46]=[CH:45][CH:44]=3)[S:42][C:37]=2[C:36](=[O:49])[N:35]1[CH:50]1[CH2:55][CH2:54][N:53]([C:56]([O:58][C:59]([CH3:62])([CH3:61])[CH3:60])=[O:57])[CH2:52][CH2:51]1.C(=O)([O-])[O-].[K+].[K+], predict the reaction product. The product is: [CH3:1][C:2]1[N:3]=[CH:4][O:5][C:6]=1[CH2:7][N:39]1[C:38]2[CH:40]=[C:41]([C:43]3[CH:48]=[CH:47][CH:46]=[CH:45][CH:44]=3)[S:42][C:37]=2[C:36](=[O:49])[N:35]([CH:50]2[CH2:55][CH2:54][N:53]([C:56]([O:58][C:59]([CH3:61])([CH3:60])[CH3:62])=[O:57])[CH2:52][CH2:51]2)[C:34]1=[O:33]. (3) Given the reactants C([Li])CCC.[N:6]1([C:11]2[CH:31]=[CH:30][C:14]([CH2:15][C:16]3[C:17]([O:28][CH3:29])=[N:18][C:19]4[C:24]([C:25]=3[Cl:26])=[CH:23][C:22](Br)=[CH:21][CH:20]=4)=[CH:13][CH:12]=2)[CH:10]=[CH:9][CH:8]=[N:7]1.[CH3:32][O:33][C:34]1[N:39]=[CH:38][C:37]([C:40]([C:42]2[S:46][CH:45]=[N:44][CH:43]=2)=[O:41])=[CH:36][CH:35]=1, predict the reaction product. The product is: [N:6]1([C:11]2[CH:31]=[CH:30][C:14]([CH2:15][C:16]3[C:17]([O:28][CH3:29])=[N:18][C:19]4[C:24]([C:25]=3[Cl:26])=[CH:23][C:22]([C:40]([C:37]3[CH:38]=[N:39][C:34]([O:33][CH3:32])=[CH:35][CH:36]=3)([C:42]3[S:46][CH:45]=[N:44][CH:43]=3)[OH:41])=[CH:21][CH:20]=4)=[CH:13][CH:12]=2)[CH:10]=[CH:9][CH:8]=[N:7]1. (4) Given the reactants C([C@H]1COC(C2C=CC=CN=2)=N1)(C)(C)C.[NH4+].F[P-](F)(F)(F)(F)F.[CH3:24][O:25][C:26]([C:28]1[CH:29]=[C:30](B(O)O)[CH:31]=[CH:32][CH:33]=1)=[O:27].[O:37]1[C:46]2[C:41](=[CH:42][CH:43]=[CH:44][CH:45]=2)[C:40](=[O:47])[CH:39]=[CH:38]1.O, predict the reaction product. The product is: [O:47]=[C:40]1[C:41]2[C:46](=[CH:45][CH:44]=[CH:43][CH:42]=2)[O:37][C@@H:38]([C:30]2[CH:29]=[C:28]([CH:33]=[CH:32][CH:31]=2)[C:26]([O:25][CH3:24])=[O:27])[CH2:39]1. (5) Given the reactants [NH2:1][C:2]1[CH:7]=[CH:6][C:5]([C:8]2[CH:13]=[CH:12][C:11]([Cl:14])=[CH:10][CH:9]=2)=[CH:4][C:3]=1[C:15]#[N:16].[N-:17]=[N+:18]=[N-:19].[Na+].Cl.C(N(CC)CC)C.Cl, predict the reaction product. The product is: [Cl:14][C:11]1[CH:12]=[CH:13][C:8]([C:5]2[CH:6]=[CH:7][C:2]([NH2:1])=[C:3]([C:15]3[NH:19][N:18]=[N:17][N:16]=3)[CH:4]=2)=[CH:9][CH:10]=1.